Dataset: Full USPTO retrosynthesis dataset with 1.9M reactions from patents (1976-2016). Task: Predict the reactants needed to synthesize the given product. (1) Given the product [N:21]1[CH:13]=[CH:12][C:11]([C:8]2[N:7]=[C:6]([CH2:5][NH:4][CH:1]([CH3:2])[CH3:3])[O:10][N:9]=2)=[CH:16][CH:15]=1, predict the reactants needed to synthesize it. The reactants are: [CH:1]([NH:4][CH2:5][C:6]1[O:10][N:9]=[C:8]([C:11]2[CH:16]=[CH:15]C(C)=[CH:13][CH:12]=2)[N:7]=1)([CH3:3])[CH3:2].ClCC1ON=C(C2C=CN=CC=2)[N:21]=1.C(N)(C)C.C(=O)([O-])[O-].[K+].[K+]. (2) The reactants are: Cl[C:2]([O:4][CH:5]([CH3:7])[CH3:6])=[O:3].[NH2:8][C:9]1[CH:14]=[C:13]([NH:15][C:16](=[O:25])[C:17]2[C:22]([Cl:23])=[CH:21][CH:20]=[CH:19][C:18]=2[Cl:24])[CH:12]=[CH:11][N:10]=1. Given the product [Cl:24][C:18]1[CH:19]=[CH:20][CH:21]=[C:22]([Cl:23])[C:17]=1[C:16]([NH:15][C:13]1[CH:12]=[CH:11][N:10]=[C:9]([NH:8][C:2](=[O:3])[O:4][CH:5]([CH3:7])[CH3:6])[CH:14]=1)=[O:25], predict the reactants needed to synthesize it. (3) Given the product [CH3:27][O:26][N:25]([CH3:24])[C:17]([C:14]1[CH:15]=[C:16]2[C:11]([C:10]([CH3:20])=[CH:9][N:8]2[CH2:7][C:6]2[CH:21]=[CH:22][C:3]([O:2][CH3:1])=[CH:4][CH:5]=2)=[CH:12][CH:13]=1)=[O:18], predict the reactants needed to synthesize it. The reactants are: [CH3:1][O:2][C:3]1[CH:22]=[CH:21][C:6]([CH2:7][N:8]2[C:16]3[C:11](=[CH:12][CH:13]=[C:14]([C:17](Cl)=[O:18])[CH:15]=3)[C:10]([CH3:20])=[CH:9]2)=[CH:5][CH:4]=1.Cl.[CH3:24][NH:25][O:26][CH3:27].N1C=CC=CC=1. (4) Given the product [F:27][C:9]1[C:8]([OH:7])=[CH:13][CH:12]=[C:11]([F:14])[C:10]=1[C:15]([C:17]1[CH:18]=[C:19]2[C:24](=[CH:25][CH:26]=1)[N:23]=[CH:22][CH:21]=[N:20]2)=[O:16], predict the reactants needed to synthesize it. The reactants are: C(=O)([O:7][C:8]1[CH:13]=[CH:12][C:11]([F:14])=[C:10]([C:15]([C:17]2[CH:18]=[C:19]3[C:24](=[CH:25][CH:26]=2)[N:23]=[CH:22][CH:21]=[N:20]3)=[O:16])[C:9]=1[F:27])OC(C)(C)C. (5) The reactants are: [CH:1]([N:14]1[CH2:17][C:16](OS(C)(=O)=O)([CH2:18][CH3:19])[CH2:15]1)([C:8]1[CH:13]=[CH:12][CH:11]=[CH:10][CH:9]=1)[C:2]1[CH:7]=[CH:6][CH:5]=[CH:4][CH:3]=1.[C-:25]#[N:26].[Na+]. Given the product [CH:1]([N:14]1[CH2:17][C:16]([CH2:18][CH3:19])([C:25]#[N:26])[CH2:15]1)([C:8]1[CH:13]=[CH:12][CH:11]=[CH:10][CH:9]=1)[C:2]1[CH:7]=[CH:6][CH:5]=[CH:4][CH:3]=1, predict the reactants needed to synthesize it. (6) Given the product [CH:14]([C:10]1[CH:9]=[C:4]([CH:13]=[CH:12][N:11]=1)[C:3]([OH:1])=[O:5])([CH3:16])[CH3:15], predict the reactants needed to synthesize it. The reactants are: [OH-:1].[K+].[CH2:3]([OH:5])[CH3:4].C(C1[CH:13]=[CH:12][N:11]=[C:10]([CH:14]([CH3:16])[CH3:15])[CH:9]=1)#N.O. (7) Given the product [C:1]([O:5][C:6]([N:8]1[CH2:13][CH2:12][N:11]2[C:14]([CH2:18][CH3:19])=[N:15][C:16]([Cl:37])=[C:10]2[CH:9]1[CH2:20][CH2:21][C:22]1[CH:27]=[CH:26][C:25]([C:28]([F:31])([F:30])[F:29])=[CH:24][CH:23]=1)=[O:7])([CH3:4])([CH3:3])[CH3:2], predict the reactants needed to synthesize it. The reactants are: [C:1]([O:5][C:6]([N:8]1[CH2:13][CH2:12][N:11]2[C:14]([CH2:18][CH3:19])=[N:15][C:16](I)=[C:10]2[CH:9]1[CH2:20][CH2:21][C:22]1[CH:27]=[CH:26][C:25]([C:28]([F:31])([F:30])[F:29])=[CH:24][CH:23]=1)=[O:7])([CH3:4])([CH3:3])[CH3:2].[Li]CCCC.[Cl:37]C(Cl)(Cl)C(Cl)(Cl)Cl. (8) Given the product [CH2:1]([N:8]1[CH2:12][CH2:11][CH:10]([OH:13])[CH2:9]1)[C:2]1[CH:3]=[CH:4][CH:5]=[CH:6][CH:7]=1, predict the reactants needed to synthesize it. The reactants are: [CH2:1]([N:8]1[CH2:12][CH2:11][C:10](=[O:13])[CH2:9]1)[C:2]1[CH:7]=[CH:6][CH:5]=[CH:4][CH:3]=1.[BH4-].[Na+]. (9) Given the product [Br:3][C:4]1[CH:9]=[CH:8][C:7]2[NH:10][C:20](/[CH:19]=[C:18](/[Cl:1])\[C:12]3[CH:17]=[CH:16][CH:15]=[CH:14][CH:13]=3)=[N:11][C:6]=2[CH:5]=1, predict the reactants needed to synthesize it. The reactants are: [ClH:1].Cl.[Br:3][C:4]1[CH:5]=[C:6]([NH2:11])[C:7]([NH2:10])=[CH:8][CH:9]=1.[C:12]1([C:18]#[C:19][C:20](O)=O)[CH:17]=[CH:16][CH:15]=[CH:14][CH:13]=1.O.[OH-].[Na+].